From a dataset of Full USPTO retrosynthesis dataset with 1.9M reactions from patents (1976-2016). Predict the reactants needed to synthesize the given product. Given the product [CH:13]([NH:16][CH2:2][C:3]1[CH:4]=[C:5]([CH:10]=[CH:11][CH:12]=1)[C:6]([O:8][CH3:9])=[O:7])([CH3:15])[CH3:14], predict the reactants needed to synthesize it. The reactants are: Br[CH2:2][C:3]1[CH:4]=[C:5]([CH:10]=[CH:11][CH:12]=1)[C:6]([O:8][CH3:9])=[O:7].[CH:13]([NH2:16])([CH3:15])[CH3:14].